Dataset: Experimentally validated miRNA-target interactions with 360,000+ pairs, plus equal number of negative samples. Task: Binary Classification. Given a miRNA mature sequence and a target amino acid sequence, predict their likelihood of interaction. (1) The miRNA is hsa-miR-3189-3p with sequence CCCUUGGGUCUGAUGGGGUAG. The protein sequence of the target gene is MALGLEQAEEQRLYQQTLLQDGLKDMLDHGKFLDCVVRAGEREFPCHRLVLAACSPYFRARFLAEPERAGELHLEEVSPDVVAQVLHYLYTSEIALDEASVQDLFAAAHRFQIPSIFTICVSFLQKRLCLSNCLAVFRLGLLLDCARLAVAARDFICAHFTLVARDADFLGLSADELIAIISSDGLNVEKEEAVFEAVMRWAGSGDAEAQAERQRALPTVFESVRCRLLPRAFLESRVERHPLVRAQPELLRKVQMVKDAHEGRITTLRKKKKGKDGAGAKEADKGTSKAKAEEDEEAER.... Result: 1 (interaction). (2) The miRNA is hsa-miR-486-3p with sequence CGGGGCAGCUCAGUACAGGAU. The protein sequence of the target gene is MGSSKKHRGEKEAAGTTAAAGTGGATEQPPRHREHKKHKHRSGGSGGSGGERRKRSRERGGERGSGRRGAEAEARSSTHGRERSQAEPSERRVKREKRDDGYEAAASSKTSSGDASSLSIEETNKLRAKLGLKPLEVNAIKKEAGTKEEPVTADVINPMALRQREELREKLAAAKEKRLLNQKLGKIKTLGEDDPWLDDTAAWIERSRQLQKEKDLAEKRAKLLEEMDQEFGVSTLVEEEFGQRRQDLYSARDLQGLTVEHAIDSFREGETMILTLKDKGVLQEEEDVLVNVNLVDKERA.... Result: 0 (no interaction). (3) The miRNA is hsa-miR-3675-5p with sequence UAUGGGGCUUCUGUAGAGAUUUC. The protein sequence of the target gene is MALSAEDRALVRALWKKLGSNVGVYTTEALERTFLAFPATKTYFSHLDLSPGSSQVRAHGQKVADALSLAVERLDDLPHALSALSHLHACQLRVDPASFQLLGHCLLVTLARHYPGDFSPALQASLDKFLSHVISALVSEYR. Result: 0 (no interaction). (4) The miRNA is hsa-miR-769-5p with sequence UGAGACCUCUGGGUUCUGAGCU. Result: 1 (interaction). The protein sequence of the target gene is MGQNDLMGTAEDFADQFLRVTKQYLPHVARLCLISTFLEDGIRMWFQWSEQRDYIDTTWNCGYLLASSFVFLNLLGQLTGCVLVLSRNFVQYACFGLFGIIALQTIAYSILWDLKFLMRNLALGGGLLLLLAESRSEGKSMFAGVPTMRESSPKQYMQLGGRVLLVLMFMTLLHFDASFFSIVQNIVGTALMILVAIGFKTKLAALTLVVWLFAINVYFNAFWTIPVYKPMHDFLKYDFFQTMSVIGGLLLVVALGPGGVSMDEKKKEW. (5) The miRNA is hsa-miR-433-5p with sequence UACGGUGAGCCUGUCAUUAUUC. The protein sequence of the target gene is MAIFRQLSLGAKATLAAVTVFVSMIASRSYLAESLELRAWRWLLRLQLALFVNSLLLIGSLYIWRSTVSNLCHSPAAESTCFQLWKVVVLAFLALAHSSFFTMFFLVAEEPYLFSLAAYSCLGAYIIMLFFLFILSGMEQAYQLLAWRSGRVVGSLEKTRKLVLRPALAVGVTAVLSVAGILNAAQPPAVKTVEVPIHQLPASMNNLKIVLLSDIHLGPTVGRTKMEMFVRMVNVLEPDITVIVGDLSDSEASVLRTAVAPLGQLHSHLGAYFVTGNHEYYTSDVSNWFALLESLHVQPL.... Result: 1 (interaction). (6) The miRNA is hsa-miR-1468-3p with sequence AGCAAAAUAAGCAAAUGGAAAA. The protein sequence of the target gene is MDKKHILCFLVLLPLNMALISAESEEGVNQTDLGVTRNKIMTAQYECYQKIMQDPIQQAEGLYCNRTWDGWLCWNDVAAGTESMQYCPDYFQDFDPSEKVTKICDQDGHWFRHPDSNRTWTNYTLCNNSTHEKVKTALNLFYLTIIGHGLSIASLIISLIIFFYFKSLSCQRITLHKNLFFSFICNSIVTIIHLTAVANNQALVATNPVSCKVSQFIHLYLMGCNYFWMLCEGVYLHTLIVVAVFAEKQHLMWYYFLGWGFPLLPACIHAIARSLYYNDNCWISSDTHLLYIIHGPICAA.... Result: 0 (no interaction). (7) The miRNA is hsa-miR-4732-3p with sequence GCCCUGACCUGUCCUGUUCUG. The protein sequence of the target gene is MEPGSMENLSIVYQSSDFLVVNKHWDLRIDSKTWRETLTLQKQLRHHFPELADPDTCYGFRFCHQLDFSTSGALCVALNKAAAGSAYKCFKERRVTKAYLALVRGHVQESQVTINYAIGRNSTEGRTHTMCIEGTHGCENPKPSLTELLVLEHGLYAGDPVSKVLLKPLTGRTHQLRVHCSALGHPIVGDLTYGQAEDQEDQPFRMMLHAFYLRIPTQAERVEACTPDPFLPALDACWSPSTCVQPLEQLIQALRTDPDPDPMSGGPRPCSPSTPQPRPGRPPPETEAQRASCLQWLSEW.... Result: 0 (no interaction). (8) The miRNA is rno-miR-96-5p with sequence UUUGGCACUAGCACAUUUUUGCU. The protein sequence of the target gene is MSDEASATTSYEKFLTPEEPFPFLGAPRGVGTCPSEEPGCLDISDFGCQLSSCHRTDPLHRFHTNRWNLTSCGTSVASSECSEELFSSVSVGDQDDCYSLLDDQDFTSFDLFPEGSVCSDVSSSISTYWDWSDSEFEWQLPGSDIASGSDVLSDVIPSIPSSPCLVSKKKNKHRNLDELAWSAMTNDEQVEYIEYLSRKVSTEMGLREQLDIIKIIDPSAQISPTDSEFIIELNCLTDEKLKQVRNYIKEHSLRQRPTREAWKRSNFSCASTSGVSGASASASSSSASMVSSASSSGSSV.... Result: 0 (no interaction). (9) The miRNA is hsa-miR-4502 with sequence GCUGAUGAUGAUGGUGCUGAAG. The protein sequence of the target gene is MSTGTFVVSQPLNYRGGARVEPVDASGTEKAFEPATGRVIATFACSGEKEVNLAVENAKAAFKLWSKKSGLERCQVLLEAARIIKERKDEIATVETINNGKSIFEARLDVDTCWQCLEYYAGLAASMAGEHIQLPGGSFGYTRREPLGVCVGIGAWNYPFQIACWKSAPALACGNAMIFKPSPFTPVSALLLAEIYTKAGAPPGLFNVVQGGAATGQFLCHHREVAKISFTGSVPTGVKIMEMSAKGVKPITLELGGKSPLIIFSDCNMENAVKGALMANFLTQGQVCCNGTRVFVQKEI.... Result: 0 (no interaction).